The task is: Predict the product of the given reaction.. This data is from Forward reaction prediction with 1.9M reactions from USPTO patents (1976-2016). Given the reactants [CH:1]1([C:7]([CH2:12][O:13][CH3:14])(CO)CO)[CH2:6][CH2:5][CH2:4][CH2:3][CH2:2]1.[CH3:15][O:16][C:17]([O:20][CH3:21])([CH3:19])[CH3:18].C1(C)C=CC(S(O)(=O)=O)=CC=1.C(=O)([O-])O.[Na+], predict the reaction product. The product is: [CH:1]1([C:7]2([CH2:12][O:13][CH3:14])[CH2:21][O:20][C:17]([CH3:19])([CH3:18])[O:16][CH2:15]2)[CH2:6][CH2:5][CH2:4][CH2:3][CH2:2]1.